This data is from Reaction yield outcomes from USPTO patents with 853,638 reactions. The task is: Predict the reaction yield, written as a fraction of the theoretical maximum amount of product (1.0 means a 100% yield; for example, 0.34 means a 34% yield). (1) The reactants are [OH:1][CH:2]([C:19]1[O:20][C:21]([C:24]2[N:29]=[CH:28][C:27]([C:30]([O:32][CH3:33])=[O:31])=[CH:26][CH:25]=2)=[CH:22][N:23]=1)[CH2:3][CH2:4][C:5]1[CH:10]=[CH:9][C:8]([CH2:11][O:12][C:13]2[CH:18]=[CH:17][CH:16]=[CH:15][CH:14]=2)=[CH:7][CH:6]=1.CC(OI1(OC(C)=O)(OC(C)=O)OC(=O)C2C=CC=CC1=2)=O.C([O-])(O)=O.[Na+]. The catalyst is C(Cl)Cl. The product is [O:12]([CH2:11][C:8]1[CH:7]=[CH:6][C:5]([CH2:4][CH2:3][C:2]([C:19]2[O:20][C:21]([C:24]3[N:29]=[CH:28][C:27]([C:30]([O:32][CH3:33])=[O:31])=[CH:26][CH:25]=3)=[CH:22][N:23]=2)=[O:1])=[CH:10][CH:9]=1)[C:13]1[CH:18]=[CH:17][CH:16]=[CH:15][CH:14]=1. The yield is 0.780. (2) The reactants are C([O-])([O-])=O.[K+].[K+].[CH2:7]([O:9][C:10](=[O:23])[C:11]1[CH:16]=[C:15](I)[C:14]([O:18][CH2:19][CH2:20][OH:21])=[C:13](Br)[CH:12]=1)[CH3:8].[Cl:24][C:25]1[CH:26]=[C:27](B(O)O)[CH:28]=[CH:29][CH:30]=1.[CH2:34]([Cl:36])Cl.B(O)O. The catalyst is O.Cl.C1C=CC(P(C2C=CC=CC=2)[C-]2C=CC=C2)=CC=1.C1C=CC(P(C2C=CC=CC=2)[C-]2C=CC=C2)=CC=1.Cl[Pd]Cl.[Fe+2].O1CCOCC1. The product is [CH2:7]([O:9][C:10](=[O:23])[C:11]1[CH:16]=[C:15]([C:29]2[CH:28]=[CH:27][CH:26]=[C:25]([Cl:24])[CH:30]=2)[C:14]([O:18][CH2:19][CH2:20][OH:21])=[C:13]([C:12]2[CH:11]=[CH:16][CH:15]=[C:34]([Cl:36])[CH:13]=2)[CH:12]=1)[CH3:8]. The yield is 0.350. (3) The product is [N:26]1([CH2:6][CH2:7][N:8]2[CH:12]=[CH:11][S:10]/[C:9]/2=[N:13]\[C:14]([C:16]23[CH2:23][CH:22]4[CH2:21][CH:20]([CH2:19][CH:18]([CH2:24]4)[CH2:17]2)[CH2:25]3)=[O:15])[CH2:31][CH2:30][O:29][CH2:28][CH2:27]1. The reactants are CS(O[CH2:6][CH2:7][N:8]1[CH:12]=[CH:11][S:10]/[C:9]/1=[N:13]\[C:14]([C:16]12[CH2:25][CH:20]3[CH2:21][CH:22]([CH2:24][CH:18]([CH2:19]3)[CH2:17]1)[CH2:23]2)=[O:15])(=O)=O.[NH:26]1[CH2:31][CH2:30][O:29][CH2:28][CH2:27]1.[I-].[K+].C(=O)([O-])[O-].[K+].[K+]. The catalyst is C(#N)C.C(Cl)Cl. The yield is 0.280. (4) The reactants are [CH2:1]([N:8]1[CH:12]=[C:11]([OH:13])[CH:10]=[N:9]1)[C:2]1[CH:7]=[CH:6][CH:5]=[CH:4][CH:3]=1.[C:14]([O-])([O-])=O.[Cs+].[Cs+].CI. The catalyst is CN(C=O)C.CCOC(C)=O. The product is [CH3:14][O:13][C:11]1[CH:10]=[N:9][N:8]([CH2:1][C:2]2[CH:3]=[CH:4][CH:5]=[CH:6][CH:7]=2)[CH:12]=1. The yield is 0.630. (5) The reactants are [Cl:1][C:2]1[CH:10]=[CH:9][C:5]2[O:6][CH2:7][O:8][C:4]=2[C:3]=1[NH:11][C:12]1[C:20]2[C:19]3[CH2:21][NH:22][CH2:23][CH2:24][C:18]=3[NH:17][C:16]=2[N:15]=[CH:14][CH:13]=1.CCN(C(C)C)C(C)C.[CH:34]1([C:37](Cl)=[O:38])[CH2:36][CH2:35]1. The catalyst is ClCCCl. The product is [Cl:1][C:2]1[CH:10]=[CH:9][C:5]2[O:6][CH2:7][O:8][C:4]=2[C:3]=1[NH:11][C:12]1[C:20]2[C:19]3[CH2:21][N:22]([C:37]([CH:34]4[CH2:36][CH2:35]4)=[O:38])[CH2:23][CH2:24][C:18]=3[NH:17][C:16]=2[N:15]=[CH:14][CH:13]=1. The yield is 0.350. (6) The reactants are [F:1][C:2]1[CH:3]=[C:4]([C:10]2[CH:11]=[C:12]([C:17]([O:19]C)=[O:18])[C:13](=[O:16])[NH:14][N:15]=2)[CH:5]=[CH:6][C:7]=1[O:8][CH3:9].CS(O[CH2:26][CH2:27][CH2:28][C:29]1[CH:34]=[CH:33][C:32]([Cl:35])=[CH:31][CH:30]=1)(=O)=O. No catalyst specified. The product is [C:17]([C:12]1[C:13](=[O:16])[N:14]([CH2:26][CH2:27][CH2:28][C:29]2[CH:34]=[CH:33][C:32]([Cl:35])=[CH:31][CH:30]=2)[N:15]=[C:10]([C:4]2[CH:5]=[CH:6][C:7]([O:8][CH3:9])=[C:2]([F:1])[CH:3]=2)[CH:11]=1)([OH:19])=[O:18]. The yield is 0.561.